Dataset: Catalyst prediction with 721,799 reactions and 888 catalyst types from USPTO. Task: Predict which catalyst facilitates the given reaction. (1) Reactant: [CH:1]([C:4]1[CH:5]=[CH:6][C:7]([CH3:47])=[C:8]([N:10]2[CH2:46][CH2:45][C:13]3[N:14]=[C:15]([C:25]4[CH:33]=[CH:32][CH:31]=[C:30]5[C:26]=4[C:27]([CH3:44])=[CH:28][N:29]5[S:34]([C:37]4[CH:43]=[CH:42][C:40]([CH3:41])=[CH:39][CH:38]=4)(=[O:36])=[O:35])[N:16]=[C:17]([N:18]4[CH2:23][CH2:22][NH:21][C@H:20]([CH3:24])[CH2:19]4)[C:12]=3[CH2:11]2)[CH:9]=1)([CH3:3])[CH3:2].[CH3:48][S:49](Cl)(=[O:51])=[O:50].CCN(C(C)C)C(C)C. Product: [CH:1]([C:4]1[CH:5]=[CH:6][C:7]([CH3:47])=[C:8]([N:10]2[CH2:46][CH2:45][C:13]3[N:14]=[C:15]([C:25]4[CH:33]=[CH:32][CH:31]=[C:30]5[C:26]=4[C:27]([CH3:44])=[CH:28][N:29]5[S:34]([C:37]4[CH:38]=[CH:39][C:40]([CH3:41])=[CH:42][CH:43]=4)(=[O:35])=[O:36])[N:16]=[C:17]([N:18]4[CH2:23][CH2:22][N:21]([S:49]([CH3:48])(=[O:51])=[O:50])[C@H:20]([CH3:24])[CH2:19]4)[C:12]=3[CH2:11]2)[CH:9]=1)([CH3:3])[CH3:2]. The catalyst class is: 91. (2) Product: [CH2:19]([C:17]1[S:18][C:9]2[C:8]3[CH:7]=[CH:6][C:5]([O:4][CH2:1][C:2]4[N:37]=[CH:38][S:39][CH:40]=4)=[CH:14][C:13]=3[N:12]=[C:11]([NH2:15])[C:10]=2[N:16]=1)[CH2:20][CH3:21]. Reactant: [C:1]([O:4][C:5]1[CH:6]=[CH:7][C:8]2[C:9]3[S:18][C:17]([CH2:19][CH2:20][CH3:21])=[N:16][C:10]=3[C:11]([NH2:15])=[N:12][C:13]=2[CH:14]=1)(=O)[CH3:2].C(=O)([O-])[O-].[Cs+].[Cs+].CN(C=O)C.Cl.ClCC1[N:37]=[CH:38][S:39][CH:40]=1. The catalyst class is: 568.